From a dataset of Catalyst prediction with 721,799 reactions and 888 catalyst types from USPTO. Predict which catalyst facilitates the given reaction. (1) Reactant: [NH2:1][C@H:2]([CH:5]1[CH2:10][CH2:9][CH2:8][CH2:7][CH2:6]1)[CH2:3][OH:4].[H-].[Na+].[H][H].Cl[CH2:16][C:17](OCC)=[O:18]. Product: [CH:5]1([C@H:2]2[NH:1][C:17](=[O:18])[CH2:16][O:4][CH2:3]2)[CH2:10][CH2:9][CH2:8][CH2:7][CH2:6]1. The catalyst class is: 1. (2) Reactant: [F:1][C:2]1[C:10]([CH2:11][CH2:12][C:13]2[CH:14]=[N:15][C:16]([NH:19][C:20]3[CH:25]=[CH:24][C:23]([CH2:26][N:27]4[CH2:32][CH2:31][O:30][CH2:29][CH2:28]4)=[CH:22][N:21]=3)=[N:17][CH:18]=2)=[CH:9][C:5]([C:6](O)=[O:7])=[CH:4][C:3]=1[O:33][CH3:34].Cl.CN.C[CH2:39][N:40](C(C)C)C(C)C.CN(C(ON1N=NC2C=CC=NC1=2)=[N+](C)C)C.F[P-](F)(F)(F)(F)F. Product: [F:1][C:2]1[C:10]([CH2:11][CH2:12][C:13]2[CH:18]=[N:17][C:16]([NH:19][C:20]3[CH:25]=[CH:24][C:23]([CH2:26][N:27]4[CH2:28][CH2:29][O:30][CH2:31][CH2:32]4)=[CH:22][N:21]=3)=[N:15][CH:14]=2)=[CH:9][C:5]([C:6]([NH:40][CH3:39])=[O:7])=[CH:4][C:3]=1[O:33][CH3:34]. The catalyst class is: 3. (3) Reactant: [C:1]([NH:6][NH:7][C:8]1[N:17]=[C:16]([CH3:18])[CH:15]=[CH:14][C:9]=1[C:10]([O:12][CH3:13])=[O:11])(=O)[CH:2]([CH3:4])[CH3:3].P(Cl)(Cl)(Cl)=O. Product: [CH:2]([C:1]1[N:17]2[C:16]([CH3:18])=[CH:15][CH:14]=[C:9]([C:10]([O:12][CH3:13])=[O:11])[C:8]2=[N:7][N:6]=1)([CH3:4])[CH3:3]. The catalyst class is: 11. (4) Reactant: [NH2:1][C:2]1[N:7]=[C:6]([C:8]2[CH:13]=[CH:12][C:11]([Cl:14])=[C:10]([O:15][CH3:16])[C:9]=2[F:17])[N:5]=C(C(O)=O)[C:3]=1Br.[CH3:22][S-:23].[Na+].[C:25]([O:28][CH2:29]C)(=[O:27])[CH3:26].Cl. Product: [CH3:29][O:28][C:25]([C:26]1[C:3]([S:23][CH3:22])=[C:2]([NH2:1])[N:7]=[C:6]([C:8]2[CH:13]=[CH:12][C:11]([Cl:14])=[C:10]([O:15][CH3:16])[C:9]=2[F:17])[N:5]=1)=[O:27]. The catalyst class is: 18.